This data is from Catalyst prediction with 721,799 reactions and 888 catalyst types from USPTO. The task is: Predict which catalyst facilitates the given reaction. (1) Reactant: O=[C:2]1[C:11]2[C:6](=[CH:7][CH:8]=[CH:9][CH:10]=2)[N:5]=[C:4]([C:12]([O:14][CH2:15][CH3:16])=[O:13])[NH:3]1.S(Cl)([Cl:19])=O. Product: [Cl:19][C:2]1[C:11]2[C:6](=[CH:7][CH:8]=[CH:9][CH:10]=2)[N:5]=[C:4]([C:12]([O:14][CH2:15][CH3:16])=[O:13])[N:3]=1. The catalyst class is: 695. (2) Reactant: C1C=C(Cl)C=C(C(OO)=[O:9])C=1.[CH3:12][C:13]1[CH:14]=[CH:15][C:16]2[N:17]([CH3:44])[C:18](=[O:43])[C:19]3[CH:29]=[C:28]([CH2:30][CH2:31][O:32][C:33]4[C:42]5[C:37](=[CH:38][CH:39]=[CH:40][CH:41]=5)[N:36]=[CH:35][CH:34]=4)[CH:27]=[N:26][C:20]=3[N:21]([CH2:24][CH3:25])[C:22]=2[N:23]=1. The catalyst class is: 2. Product: [CH3:12][C:13]1[CH:14]=[CH:15][C:16]2[N:17]([CH3:44])[C:18](=[O:43])[C:19]3[CH:29]=[C:28]([CH2:30][CH2:31][O:32][C:33]4[C:42]5[C:37](=[CH:38][CH:39]=[CH:40][CH:41]=5)[N+:36]([O-:9])=[CH:35][CH:34]=4)[CH:27]=[N:26][C:20]=3[N:21]([CH2:24][CH3:25])[C:22]=2[N:23]=1. (3) Reactant: [NH:1]1[CH:5]=[CH:4][C:3]([C:6]([OH:8])=[O:7])=[N:2]1.C(N(C(C)C)CC)(C)C.[CH2:18]([O:25][C:26](=[O:47])[C@H:27]([CH3:46])[CH2:28][C@H:29]([N:43]=[C:44]=[O:45])[CH2:30][C:31]1[CH:36]=[CH:35][C:34]([C:37]2[CH:42]=[CH:41][CH:40]=[CH:39][CH:38]=2)=[CH:33][CH:32]=1)[C:19]1[CH:24]=[CH:23][CH:22]=[CH:21][CH:20]=1. Product: [CH2:18]([O:25][C:26]([C@H:27]([CH3:46])[CH2:28][C@H:29]([NH:43][C:44]([N:1]1[CH:5]=[CH:4][C:3]([C:6]([OH:8])=[O:7])=[N:2]1)=[O:45])[CH2:30][C:31]1[CH:32]=[CH:33][C:34]([C:37]2[CH:38]=[CH:39][CH:40]=[CH:41][CH:42]=2)=[CH:35][CH:36]=1)=[O:47])[C:19]1[CH:24]=[CH:23][CH:22]=[CH:21][CH:20]=1. The catalyst class is: 3. (4) Reactant: [NH2:1][C:2]1[CH:7]=[CH:6][CH:5]=[C:4](SC)[CH:3]=1.[CH2:10](N(CC)CC)C.Cl[C:18]([O:20][C:21]1[CH:26]=[CH:25][CH:24]=[CH:23][CH:22]=1)=[O:19].ClC1C=CC=C(C(OO)=O)C=1.[S:38]([O-:42])([O-])(=[O:40])=S.[Na+].[Na+]. Product: [C:21]1([O:20][C:18](=[O:19])[NH:1][C:2]2[CH:7]=[CH:6][CH:5]=[C:4]([S:38]([CH3:10])(=[O:42])=[O:40])[CH:3]=2)[CH:26]=[CH:25][CH:24]=[CH:23][CH:22]=1. The catalyst class is: 253. (5) Reactant: C([O:9][CH2:10][C:11]#[C:12][CH2:13][N:14]1[CH2:19][CH2:18][CH:17]([CH2:20][C:21]2[CH:26]=[CH:25][CH:24]=[CH:23][CH:22]=2)[CH2:16][CH2:15]1)(=O)C1C=CC=CC=1. Product: [CH2:20]([CH:17]1[CH2:16][CH2:15][N:14]([CH2:13][C:12]#[C:11][CH2:10][OH:9])[CH2:19][CH2:18]1)[C:21]1[CH:26]=[CH:25][CH:24]=[CH:23][CH:22]=1. The catalyst class is: 5. (6) Reactant: [O:1]1[CH2:6][CH2:5][N:4]([C:7]2[C:8]3[N:9]([CH:13]=[C:14]([CH2:16][OH:17])[N:15]=3)[N:10]=[CH:11][CH:12]=2)[CH2:3][CH2:2]1.C1C(=O)N([Br:25])C(=O)C1.[O-]S([O-])(=S)=O.[Na+].[Na+]. Product: [Br:25][C:13]1[N:9]2[N:10]=[CH:11][CH:12]=[C:7]([N:4]3[CH2:3][CH2:2][O:1][CH2:6][CH2:5]3)[C:8]2=[N:15][C:14]=1[CH2:16][OH:17]. The catalyst class is: 10. (7) Reactant: [Cl:1][C:2]1[CH:3]=[CH:4][C:5]2[O:9][C:8]([CH:10]([NH:15][C:16]3[CH:21]=[CH:20][C:19]([C:22]([NH:24][CH2:25][CH2:26][C:27]([O:29]CC)=[O:28])=[O:23])=[CH:18][CH:17]=3)[CH2:11][CH:12]([CH3:14])[CH3:13])=[C:7]([CH3:32])[C:6]=2[CH:33]=1.O1CCCC1.[OH-].[Na+]. Product: [Cl:1][C:2]1[CH:3]=[CH:4][C:5]2[O:9][C:8]([CH:10]([NH:15][C:16]3[CH:21]=[CH:20][C:19]([C:22]([NH:24][CH2:25][CH2:26][C:27]([OH:29])=[O:28])=[O:23])=[CH:18][CH:17]=3)[CH2:11][CH:12]([CH3:14])[CH3:13])=[C:7]([CH3:32])[C:6]=2[CH:33]=1. The catalyst class is: 8. (8) Reactant: [OH:1][NH:2][C:3]([C:5]1[CH:6]=[C:7]([C:16]([O:18]CC)=[O:17])[CH:8]=[C:9]([C:11]([O:13]CC)=[O:12])[CH:10]=1)=[O:4].[OH-].[Na+]. Product: [OH:1][NH:2][C:3]([C:5]1[CH:6]=[C:7]([C:16]([OH:18])=[O:17])[CH:8]=[C:9]([C:11]([OH:13])=[O:12])[CH:10]=1)=[O:4]. The catalyst class is: 21. (9) Reactant: [CH2:1]([N:3]1[C:12]2[C:7](=[CH:8][C:9]([N:13]([CH2:22][C:23]3[CH:28]=[CH:27][C:26]([O:29][CH3:30])=[CH:25][CH:24]=3)[S:14]([CH2:17][CH2:18][C:19](O)=[O:20])(=[O:16])=[O:15])=[CH:10][CH:11]=2)[C:6](=[O:31])[N:5]([CH2:32][CH3:33])[C:4]1=[O:34])[CH3:2].[NH2:35][C:36]1[CH:43]=[CH:42][C:39]([C:40]#[N:41])=[C:38]([Cl:44])[CH:37]=1.CCN(C(C)C)C(C)C.C(P1(=O)OP(CCC)(=O)OP(CCC)(=O)O1)CC.C(=O)([O-])O.[Na+]. Product: [Cl:44][C:38]1[CH:37]=[C:36]([NH:35][C:19](=[O:20])[CH2:18][CH2:17][S:14](=[O:15])(=[O:16])[N:13]([C:9]2[CH:8]=[C:7]3[C:12](=[CH:11][CH:10]=2)[N:3]([CH2:1][CH3:2])[C:4](=[O:34])[N:5]([CH2:32][CH3:33])[C:6]3=[O:31])[CH2:22][C:23]2[CH:24]=[CH:25][C:26]([O:29][CH3:30])=[CH:27][CH:28]=2)[CH:43]=[CH:42][C:39]=1[C:40]#[N:41]. The catalyst class is: 13. (10) Reactant: [F:1][C:2]1[CH:3]=[CH:4][C:5]([O:11][CH3:12])=[C:6]([CH:8]([OH:10])[CH3:9])[CH:7]=1.[NH2:13][C:14]1[C:19](Br)=[N:18][C:17]([Br:21])=[CH:16][N:15]=1.C[Si](C)(C)[N-][Si](C)(C)C.[Na+]. Product: [Br:21][C:17]1[N:18]=[C:19]([O:10][CH:8]([C:6]2[CH:7]=[C:2]([F:1])[CH:3]=[CH:4][C:5]=2[O:11][CH3:12])[CH3:9])[C:14]([NH2:13])=[N:15][CH:16]=1. The catalyst class is: 7.